This data is from Catalyst prediction with 721,799 reactions and 888 catalyst types from USPTO. The task is: Predict which catalyst facilitates the given reaction. (1) Reactant: C(OC(=O)C)(=O)C.O[C:9]1[CH:14]=[CH:13][CH:12]=[CH:11][C:10]=1[C:15](=[N:17][OH:18])[CH3:16].C(=O)([O-])[O-].[K+].[K+].C(OCC)(=O)C. Product: [CH3:16][C:15]1[C:10]2[CH:11]=[CH:12][CH:13]=[CH:14][C:9]=2[O:18][N:17]=1. The catalyst class is: 18. (2) Reactant: [Br:1][CH2:2][C:3]([C:5]1[CH:13]=[CH:12][C:8]([C:9]([OH:11])=[O:10])=[CH:7][CH:6]=1)=[O:4].[CH3:14][Si](C=[N+]=[N-])(C)C. Product: [Br:1][CH2:2][C:3]([C:5]1[CH:13]=[CH:12][C:8]([C:9]([O:11][CH3:14])=[O:10])=[CH:7][CH:6]=1)=[O:4]. The catalyst class is: 100. (3) Reactant: [Cl:1][C:2]1[CH:8]=[CH:7][C:5]([NH2:6])=[CH:4][CH:3]=1.[CH2:9]([C:11](=O)[C:12]([O-:14])=[O:13])[CH3:10].[Br:16][C:17]1[CH:24]=[CH:23][CH:22]=[CH:21][C:18]=1C=C.F[C:26](F)(F)[C:27](O)=O. Product: [CH2:26]([O:14][C:12]([CH:11]1[CH2:9][CH:10]([C:18]2[CH:21]=[CH:22][CH:23]=[CH:24][C:17]=2[Br:16])[C:7]2[C:5](=[CH:4][CH:3]=[C:2]([Cl:1])[CH:8]=2)[NH:6]1)=[O:13])[CH3:27]. The catalyst class is: 10. (4) Reactant: [CH:1]([O:4][C:5]1[C:10]2[CH2:11][CH2:12][CH2:13][C:14]([C:17]3[CH:22]=[C:21]([O:23][CH3:24])[C:20]([O:25][CH3:26])=[C:19]([O:27][CH3:28])[CH:18]=3)(O)[CH2:15][C:9]=2[CH:8]=[CH:7][C:6]=1[O:29][CH3:30])([CH3:3])[CH3:2]. Product: [CH:1]([O:4][C:5]1[C:10]2[CH2:11][CH2:12][CH2:13][C:14]([C:17]3[CH:22]=[C:21]([O:23][CH3:24])[C:20]([O:25][CH3:26])=[C:19]([O:27][CH3:28])[CH:18]=3)=[CH:15][C:9]=2[CH:8]=[CH:7][C:6]=1[O:29][CH3:30])([CH3:3])[CH3:2]. The catalyst class is: 86. (5) Reactant: [C:1]([N:5]1[CH2:10][CH2:9][N:8]([C:11](OC(C)(C)C)=[O:12])[C@@H:7]([C:18]([N:20]2[CH2:25][CH2:24][NH:23][CH2:22][CH2:21]2)=[O:19])[CH2:6]1)([CH3:4])([CH3:3])[CH3:2].[C:26]([C:28]1[CH:33]=[CH:32][C:31]([NH:34][C:35](=O)[O:36]C2C=CC=CC=2)=[CH:30][C:29]=1[C:44]([F:47])([F:46])[F:45])#[N:27]. Product: [NH3:5].[CH3:11][OH:12].[C:1]([N:5]1[CH2:10][CH2:9][NH:8][C@@H:7]([C:18]([N:20]2[CH2:25][CH2:24][N:23]([C:35]([NH:34][C:31]3[CH:32]=[CH:33][C:28]([C:26]#[N:27])=[C:29]([C:44]([F:45])([F:47])[F:46])[CH:30]=3)=[O:36])[CH2:22][CH2:21]2)=[O:19])[CH2:6]1)([CH3:4])([CH3:2])[CH3:3]. The catalyst class is: 2. (6) Reactant: CCN(CC)CC.[CH2:8]1[C:12]2([CH2:16][CH2:15][NH:14][CH2:13]2)[CH2:11][CH2:10][N:9]1[C:17]([O:19][C:20]([CH3:23])([CH3:22])[CH3:21])=[O:18].Cl[C:25]1[N:29]([C:30]2[CH:35]=[CH:34][CH:33]=[CH:32][CH:31]=2)[N:28]=[N:27][N:26]=1. Product: [C:30]1([N:29]2[C:25]([N:14]3[CH2:15][CH2:16][C:12]4([CH2:8][N:9]([C:17]([O:19][C:20]([CH3:23])([CH3:22])[CH3:21])=[O:18])[CH2:10][CH2:11]4)[CH2:13]3)=[N:26][N:27]=[N:28]2)[CH:31]=[CH:32][CH:33]=[CH:34][CH:35]=1. The catalyst class is: 12. (7) Reactant: [CH2:1]([N:8]1[C:14](=O)[C:13]2[C:16]([Br:20])=[CH:17][CH:18]=[CH:19][C:12]=2[O:11][CH2:10][CH2:9]1)[C:2]1[CH:7]=[CH:6][CH:5]=[CH:4][CH:3]=1.B.O1CCCC1.CO.[OH-].[Na+]. Product: [CH2:1]([N:8]1[CH2:14][C:13]2[C:16]([Br:20])=[CH:17][CH:18]=[CH:19][C:12]=2[O:11][CH2:10][CH2:9]1)[C:2]1[CH:3]=[CH:4][CH:5]=[CH:6][CH:7]=1. The catalyst class is: 7. (8) Product: [Cl:16][C:13]1[CH:14]=[CH:15][C:6]([O:5][CH2:4][C:3]([OH:30])=[O:2])=[C:7]2[C:12]=1[N:11]=[C:10]([CH3:17])[C:9]([CH2:18][C:19]1[CH:20]=[CH:21][C:22]([F:25])=[CH:23][CH:24]=1)=[C:8]2[O:26][CH:27]([CH3:29])[CH3:28]. Reactant: C[O:2][C:3](=[O:30])[CH2:4][O:5][C:6]1[CH:15]=[CH:14][C:13]([Cl:16])=[C:12]2[C:7]=1[C:8]([O:26][CH:27]([CH3:29])[CH3:28])=[C:9]([CH2:18][C:19]1[CH:24]=[CH:23][C:22]([F:25])=[CH:21][CH:20]=1)[C:10]([CH3:17])=[N:11]2.CO.[OH-].[Na+]. The catalyst class is: 106.